Dataset: Catalyst prediction with 721,799 reactions and 888 catalyst types from USPTO. Task: Predict which catalyst facilitates the given reaction. (1) Reactant: [Cl:1][C:2]1[CH:15]=[C:14]([C:16]2([CH3:21])[O:20][CH2:19][CH2:18][O:17]2)[C:5]([O:6][CH:7]([CH3:13])[C:8]([O:10][CH2:11][CH3:12])=[O:9])=[C:4](I)[C:3]=1[F:23].[CH3:24][C:25]1(C)C(C)(C)OB(C=C)O1.C(=O)([O-])[O-].[K+].[K+].ClCCl. Product: [Cl:1][C:2]1[CH:15]=[C:14]([C:16]2([CH3:21])[O:20][CH2:19][CH2:18][O:17]2)[C:5]([O:6][CH:7]([CH3:13])[C:8]([O:10][CH2:11][CH3:12])=[O:9])=[C:4]([CH:24]=[CH2:25])[C:3]=1[F:23]. The catalyst class is: 38. (2) Reactant: [Li+].[OH-].[CH:3]1([C@H:7]([NH:9][C:10]2[N:18]=[C:17]([C:19]([O:21]C)=[O:20])[N:16]=[C:15]3[C:11]=2[N:12]([CH2:32][C@H:33]2[CH2:38][CH2:37][C@H:36]([C:39]([F:42])([F:41])[F:40])[CH2:35][CH2:34]2)[C:13]([C:23]2[CH:28]=[C:27]([CH:29]([CH3:31])[CH3:30])[CH:26]=[CH:25][N:24]=2)=[N:14]3)[CH3:8])[CH2:6][CH2:5][CH2:4]1. Product: [CH:3]1([C@H:7]([NH:9][C:10]2[N:18]=[C:17]([C:19]([OH:21])=[O:20])[N:16]=[C:15]3[C:11]=2[N:12]([CH2:32][C@H:33]2[CH2:38][CH2:37][C@H:36]([C:39]([F:41])([F:40])[F:42])[CH2:35][CH2:34]2)[C:13]([C:23]2[CH:28]=[C:27]([CH:29]([CH3:31])[CH3:30])[CH:26]=[CH:25][N:24]=2)=[N:14]3)[CH3:8])[CH2:4][CH2:5][CH2:6]1. The catalyst class is: 1. (3) Reactant: [H-].[Na+].[O:3]=[C:4]1[CH2:9][CH2:8][N:7]([C:10]2[CH:23]=[CH:22][C:13]([CH2:14][CH:15]3[S:19][C:18](=[O:20])[NH:17][C:16]3=[O:21])=[CH:12][CH:11]=2)[CH2:6][CH2:5]1.CN(C=O)C.Br[CH2:30][C:31]([O:33][C:34]([CH3:37])([CH3:36])[CH3:35])=[O:32]. Product: [O:20]=[C:18]1[N:17]([CH2:30][C:31]([O:33][C:34]([CH3:37])([CH3:36])[CH3:35])=[O:32])[C:16](=[O:21])[CH:15]([CH2:14][C:13]2[CH:12]=[CH:11][C:10]([N:7]3[CH2:8][CH2:9][C:4](=[O:3])[CH2:5][CH2:6]3)=[CH:23][CH:22]=2)[S:19]1. The catalyst class is: 6. (4) Reactant: [O:1]1[CH2:6][CH2:5][N:4]([C:7]2[C:8]([NH2:26])=[N:9][C:10]3[C:15]([CH:16]=2)=[CH:14][C:13](B2OC(C)(C)C(C)(C)O2)=[CH:12][CH:11]=3)[CH2:3][CH2:2]1.P([O-])([O-])([O-])=O.[K+].[K+].[K+].C1(P(C2CCCCC2)C2C=CC=CC=2C2C(C(C)C)=CC(C(C)C)=CC=2C(C)C)CCCCC1.I[C:70]1[C:75]([CH3:76])=[CH:74][CH:73]=[CH:72][C:71]=1[C:77]1[N:81]2[CH:82]=[CH:83][CH:84]=[CH:85][C:80]2=[CH:79][N:78]=1. Product: [CH:79]1[N:78]=[C:77]([C:71]2[CH:72]=[CH:73][CH:74]=[C:75]([CH3:76])[C:70]=2[C:13]2[CH:14]=[C:15]3[C:10](=[CH:11][CH:12]=2)[N:9]=[C:8]([NH2:26])[C:7]([N:4]2[CH2:3][CH2:2][O:1][CH2:6][CH2:5]2)=[CH:16]3)[N:81]2[CH:82]=[CH:83][CH:84]=[CH:85][C:80]=12. The catalyst class is: 110. (5) Reactant: [Br:1][C:2]1[CH:9]=[CH:8][C:5]([CH:6]=O)=[C:4]([OH:10])[CH:3]=1.[C:11](#[N:14])[CH:12]=[CH2:13].C1N2CCN(CC2)C1. The catalyst class is: 13. Product: [Br:1][C:2]1[CH:3]=[C:4]2[C:5]([CH:6]=[C:12]([C:11]#[N:14])[CH2:13][O:10]2)=[CH:8][CH:9]=1. (6) Reactant: [OH:1][C:2]1[CH:3]=[C:4]([CH:8]=[CH:9][C:10]=1[N+:11]([O-:13])=[O:12])[C:5]([OH:7])=[O:6].[CH2:14](O)[C:15]1[CH:20]=[CH:19][CH:18]=[CH:17][CH:16]=1.C1(C)C=CC(S(O)(=O)=O)=CC=1.C(OCC)(=O)C. Product: [OH:1][C:2]1[CH:3]=[C:4]([CH:8]=[CH:9][C:10]=1[N+:11]([O-:13])=[O:12])[C:5]([O:7][CH2:14][C:15]1[CH:20]=[CH:19][CH:18]=[CH:17][CH:16]=1)=[O:6]. The catalyst class is: 93.